This data is from Reaction yield outcomes from USPTO patents with 853,638 reactions. The task is: Predict the reaction yield, written as a fraction of the theoretical maximum amount of product (1.0 means a 100% yield; for example, 0.34 means a 34% yield). The reactants are [F:1][C:2]([F:21])([F:20])[O:3][C:4]1[CH:9]=[CH:8][C:7]([C:10]2[O:14][N:13]=[CH:12][C:11]=2[C:15](OCC)=[O:16])=[CH:6][CH:5]=1.[H-].C([Al+]CC(C)C)C(C)C.Cl. The catalyst is O1CCCC1. The product is [F:21][C:2]([F:1])([F:20])[O:3][C:4]1[CH:9]=[CH:8][C:7]([C:10]2[O:14][N:13]=[CH:12][C:11]=2[CH2:15][OH:16])=[CH:6][CH:5]=1. The yield is 0.990.